From a dataset of Catalyst prediction with 721,799 reactions and 888 catalyst types from USPTO. Predict which catalyst facilitates the given reaction. (1) Reactant: [NH2:1][C:2]1[C:3]([C:21]([OH:23])=[O:22])=[N:4][C:5]([C:14]2[CH:19]=[CH:18][C:17](=[O:20])[NH:16][CH:15]=2)=[C:6]([C:8]2[CH:13]=[CH:12][CH:11]=[CH:10][CH:9]=2)[N:7]=1.[CH2:24](I)[CH3:25].[CH3:27][C:28]([O-])(C)C.[K+].[CH3:33][CH2:34][O:35][C:36]([CH3:38])=[O:37]. Product: [NH2:1][C:2]1[C:3]([C:21]([O:23][CH2:24][CH3:25])=[O:22])=[N:4][C:5]([C:14]2[CH:19]=[CH:18][C:17](=[O:20])[NH:16][CH:15]=2)=[C:6]([C:8]2[CH:9]=[CH:10][CH:11]=[CH:12][CH:13]=2)[N:7]=1.[NH2:1][C:2]1[C:38]([C:36]([O:35][CH2:34][CH3:33])=[O:37])=[N:4][C:5]([C:14]2[CH:19]=[CH:18][C:17](=[O:20])[N:16]([CH2:27][CH3:28])[CH:15]=2)=[C:6]([C:8]2[CH:9]=[CH:10][CH:11]=[CH:12][CH:13]=2)[N:7]=1. The catalyst class is: 18. (2) Reactant: [N:1]1([CH2:7][CH2:8][NH:9][C:10]2[CH:15]=[CH:14][C:13]([CH2:16][C:17]([O:19]CC)=[O:18])=[CH:12][CH:11]=2)[CH2:6][CH2:5][O:4][CH2:3][CH2:2]1.[OH-].[Na+:23]. Product: [N:1]1([CH2:7][CH2:8][NH:9][C:10]2[CH:15]=[CH:14][C:13]([CH2:16][C:17]([O-:19])=[O:18])=[CH:12][CH:11]=2)[CH2:6][CH2:5][O:4][CH2:3][CH2:2]1.[Na+:23]. The catalyst class is: 5.